This data is from Forward reaction prediction with 1.9M reactions from USPTO patents (1976-2016). The task is: Predict the product of the given reaction. (1) Given the reactants CN(C(ON1N=NC2C=CC=NC1=2)=[N+](C)C)C.F[P-](F)(F)(F)(F)F.[Br:25][C:26]1[CH:34]=[CH:33][C:29]([C:30](O)=[O:31])=[C:28]([NH:35][S:36]([C:39]2[C:40]3[N:41]=[CH:42][CH:43]=[N:44][C:45]=3[CH:46]=[CH:47][CH:48]=2)(=[O:38])=[O:37])[CH:27]=1.[Cl:49][C:50]1[CH:57]=[C:56]([F:58])[CH:55]=[CH:54][C:51]=1[CH2:52][NH2:53], predict the reaction product. The product is: [Br:25][C:26]1[CH:34]=[CH:33][C:29]([C:30]([NH:53][CH2:52][C:51]2[CH:54]=[CH:55][C:56]([F:58])=[CH:57][C:50]=2[Cl:49])=[O:31])=[C:28]([NH:35][S:36]([C:39]2[C:40]3[N:41]=[CH:42][CH:43]=[N:44][C:45]=3[CH:46]=[CH:47][CH:48]=2)(=[O:38])=[O:37])[CH:27]=1. (2) Given the reactants [CH3:1][O:2][C:3]1[CH:4]=[C:5]([CH:9]=[CH:10][C:11]=1[Br:12])[C:6]([OH:8])=O.CN1CCOCC1.CN(C(ON1N=NC2C=CC=NC1=2)=[N+](C)C)C.F[P-](F)(F)(F)(F)F.[CH3:44][N:45]1[CH2:50][CH2:49][NH:48][CH2:47][CH2:46]1, predict the reaction product. The product is: [Br:12][C:11]1[CH:10]=[CH:9][C:5]([C:6]([N:48]2[CH2:49][CH2:50][N:45]([CH3:44])[CH2:46][CH2:47]2)=[O:8])=[CH:4][C:3]=1[O:2][CH3:1]. (3) The product is: [NH2:18][CH2:17][C:15]1[N:14]=[C:13]2[C:9]([N:10]([CH2:28][C@H:29]3[CH2:34][CH2:33][C@H:32]([CH3:35])[CH2:31][CH2:30]3)[C:11]([C:19]3[CH:24]=[C:23]([CH:25]([CH3:26])[CH3:27])[CH:22]=[CH:21][N:20]=3)=[N:12]2)=[C:8]([NH:7][C@@H:5]([CH:1]2[CH2:2][CH2:3][CH2:4]2)[CH3:6])[N:16]=1. Given the reactants [CH:1]1([C@H:5]([NH:7][C:8]2[N:16]=[C:15]([C:17]#[N:18])[N:14]=[C:13]3[C:9]=2[N:10]([CH2:28][C@H:29]2[CH2:34][CH2:33][C@H:32]([CH3:35])[CH2:31][CH2:30]2)[C:11]([C:19]2[CH:24]=[C:23]([CH:25]([CH3:27])[CH3:26])[CH:22]=[CH:21][N:20]=2)=[N:12]3)[CH3:6])[CH2:4][CH2:3][CH2:2]1.CC(C[AlH]CC(C)C)C.CO.[C@H](O)(C([O-])=O)[C@@H](O)C([O-])=O.[Na+].[K+], predict the reaction product. (4) Given the reactants [CH3:1][CH:2]([O:5][C:6]([NH:8][C@@H:9]([C:19]1[CH:24]=[CH:23][C:22]([OH:25])=[CH:21][CH:20]=1)[C:10]([NH:12][C@@H:13]([CH3:18])[C:14]([O:16][CH3:17])=[O:15])=[O:11])=[O:7])[CH2:3][CH3:4].[C:26]([O-])([O-])=O.[K+].[K+].IC, predict the reaction product. The product is: [CH3:1][CH:2]([O:5][C:6]([NH:8][C@@H:9]([C:19]1[CH:20]=[CH:21][C:22]([O:25][CH3:26])=[CH:23][CH:24]=1)[C:10]([NH:12][C@@H:13]([CH3:18])[C:14]([O:16][CH3:17])=[O:15])=[O:11])=[O:7])[CH2:3][CH3:4]. (5) Given the reactants [F:1][C:2]1[CH:12]=[CH:11][C:5]([CH:6]=[CH:7][C:8](O)=[O:9])=[CH:4][CH:3]=1.ClC(OCC)=O.[BH4-].[Na+].Cl, predict the reaction product. The product is: [F:1][C:2]1[CH:3]=[CH:4][C:5](/[CH:6]=[CH:7]/[CH2:8][OH:9])=[CH:11][CH:12]=1. (6) Given the reactants [Br:1][C:2]1[CH:18]=[CH:17][C:5]([C:6]([C@H:8]2[CH2:12][CH2:11][CH2:10][C@H:9]2[C:13]([O:15]C)=[O:14])=[O:7])=[CH:4][CH:3]=1, predict the reaction product. The product is: [Br:1][C:2]1[CH:3]=[CH:4][C:5]([C:6]([C@@H:8]2[CH2:12][CH2:11][CH2:10][C@H:9]2[C:13]([OH:15])=[O:14])=[O:7])=[CH:17][CH:18]=1.